This data is from Reaction yield outcomes from USPTO patents with 853,638 reactions. The task is: Predict the reaction yield, written as a fraction of the theoretical maximum amount of product (1.0 means a 100% yield; for example, 0.34 means a 34% yield). The product is [OH:11][C:12]1[CH:7]=[CH:8][C:9]([C:10](=[O:6])[CH:1]([CH3:3])[CH3:2])=[N:16][CH:17]=1. The yield is 0.490. The reactants are [CH:1]([Mg]Cl)([CH3:3])[CH3:2].[O:6]1[CH2:10][CH2:9][CH2:8][CH2:7]1.[OH:11][C:12]1C=CC(C#N)=[N:16][CH:17]=1.Cl.C(=O)([O-])O.[Na+]. The catalyst is C(OCC)(=O)C.O1CCCC1.